This data is from Reaction yield outcomes from USPTO patents with 853,638 reactions. The task is: Predict the reaction yield, written as a fraction of the theoretical maximum amount of product (1.0 means a 100% yield; for example, 0.34 means a 34% yield). (1) The reactants are [CH:1]1([C:4](=O)[CH2:5][C:6]#[N:7])[CH2:3][CH2:2]1.Cl.[NH:10]([CH:12]1[CH2:17][CH2:16][N:15]([CH3:18])[CH2:14][CH2:13]1)[NH2:11]. The catalyst is C(O)C. The product is [CH:1]1([C:4]2[CH:5]=[C:6]([NH2:7])[N:10]([CH:12]3[CH2:17][CH2:16][N:15]([CH3:18])[CH2:14][CH2:13]3)[N:11]=2)[CH2:3][CH2:2]1. The yield is 0.740. (2) The reactants are COC1C=CC(C[N:8](CC2C=CC(OC)=CC=2)[C:9]2[N:14]=[C:13]([CH3:15])[N:12]=[C:11]([C:16]3[CH:17]=[C:18]([CH:31]([OH:44])[C:32]4[CH:37]=[CH:36][C:35]([S:38]([N:41]([CH3:43])[CH3:42])(=[O:40])=[O:39])=[CH:34][CH:33]=4)[CH:19]=[N:20][C:21]=3[NH:22][C:23]3[CH:24]=[N:25][C:26]([O:29][CH3:30])=[CH:27][CH:28]=3)[N:10]=2)=CC=1.[C:56]([OH:62])([C:58]([F:61])([F:60])[F:59])=[O:57]. No catalyst specified. The product is [F:59][C:58]([F:61])([F:60])[C:56]([OH:62])=[O:57].[NH2:8][C:9]1[N:14]=[C:13]([CH3:15])[N:12]=[C:11]([C:16]2[CH:17]=[C:18]([CH:31]([OH:44])[C:32]3[CH:33]=[CH:34][C:35]([S:38]([N:41]([CH3:42])[CH3:43])(=[O:40])=[O:39])=[CH:36][CH:37]=3)[CH:19]=[N:20][C:21]=2[NH:22][C:23]2[CH:24]=[N:25][C:26]([O:29][CH3:30])=[CH:27][CH:28]=2)[N:10]=1. The yield is 0.780. (3) The reactants are Br[CH2:2][C:3]([C:5]1[CH:10]=[CH:9][C:8]([N+:11]([O-:13])=[O:12])=[CH:7][CH:6]=1)=[O:4].[OH2:14]. The catalyst is CC(C)=O.[N+]([O-])([O-])=O.[Ag+]. The product is [OH:14][CH2:2][C:3]([C:5]1[CH:10]=[CH:9][C:8]([N+:11]([O-:13])=[O:12])=[CH:7][CH:6]=1)=[O:4]. The yield is 0.500. (4) The reactants are [C:1]([CH2:4][CH2:5][C:6]1[C:18]([CH2:19][CH2:20][CH2:21][CH2:22][CH2:23][CH2:24][O:25][C:26]2[CH:27]=[C:28]([C:33]3[CH:38]=[CH:37][CH:36]=[C:35]([F:39])[CH:34]=3)[CH:29]=[C:30](I)[CH:31]=2)=[CH:17][CH:16]=[CH:15][C:7]=1[O:8][CH2:9][CH2:10][CH2:11][C:12]([OH:14])=[O:13])([OH:3])=[O:2].[N:40]1[CH:45]=[CH:44][C:43](B(O)O)=[CH:42][CH:41]=1. No catalyst specified. The product is [C:1]([CH2:4][CH2:5][C:6]1[C:18]([CH2:19][CH2:20][CH2:21][CH2:22][CH2:23][CH2:24][O:25][C:26]2[CH:27]=[C:28]([C:33]3[CH:38]=[CH:37][CH:36]=[C:35]([F:39])[CH:34]=3)[CH:29]=[C:30]([C:43]3[CH:44]=[CH:45][N:40]=[CH:41][CH:42]=3)[CH:31]=2)=[CH:17][CH:16]=[CH:15][C:7]=1[O:8][CH2:9][CH2:10][CH2:11][C:12]([OH:14])=[O:13])([OH:3])=[O:2]. The yield is 0.260. (5) The reactants are [Cl:1][C:2]1[N:7]=[N:6][C:5]([NH2:8])=[CH:4][CH:3]=1.C([O-])(O)=O.[Na+].[Br:14]Br. The catalyst is CO. The product is [Br:14][C:4]1[CH:3]=[C:2]([Cl:1])[N:7]=[N:6][C:5]=1[NH2:8]. The yield is 0.360.